Dataset: Peptide-MHC class II binding affinity with 134,281 pairs from IEDB. Task: Regression. Given a peptide amino acid sequence and an MHC pseudo amino acid sequence, predict their binding affinity value. This is MHC class II binding data. (1) The peptide sequence is ALVGAALHPFALLLV. The MHC is DRB1_0404 with pseudo-sequence DRB1_0404. The binding affinity (normalized) is 0. (2) The peptide sequence is PTFAKAMEKLSVLKV. The MHC is HLA-DQA10501-DQB10301 with pseudo-sequence HLA-DQA10501-DQB10301. The binding affinity (normalized) is 0.187. (3) The peptide sequence is KGQKRIKCFNCGKEGHL. The MHC is DRB1_0701 with pseudo-sequence DRB1_0701. The binding affinity (normalized) is 0. (4) The peptide sequence is EVQKVSQPATGAATV. The MHC is HLA-DPA10201-DPB10501 with pseudo-sequence HLA-DPA10201-DPB10501. The binding affinity (normalized) is 0.348. (5) The peptide sequence is DIHRLEPVKCDTLLC. The MHC is DRB3_0101 with pseudo-sequence DRB3_0101. The binding affinity (normalized) is 0.442.